Dataset: Full USPTO retrosynthesis dataset with 1.9M reactions from patents (1976-2016). Task: Predict the reactants needed to synthesize the given product. (1) Given the product [Cl:1][C:2]1[CH:9]=[C:8]([Cl:10])[CH:7]=[CH:6][C:3]=1[CH:4]1[C:17]([C:14]2[S:15][CH:16]=[C:12]([CH3:11])[N:13]=2)=[C:18]([CH3:20])[NH:21][C:22]([CH3:26])=[C:23]1[C:24]#[N:25], predict the reactants needed to synthesize it. The reactants are: [Cl:1][C:2]1[CH:9]=[C:8]([Cl:10])[CH:7]=[CH:6][C:3]=1[CH:4]=O.[CH3:11][C:12]1[N:13]=[C:14]([CH2:17][C:18]([CH3:20])=O)[S:15][CH:16]=1.[NH2:21]/[C:22](/[CH3:26])=[CH:23]\[C:24]#[N:25]. (2) The reactants are: [CH2:1]([NH:8][CH:9]1[CH2:14][CH2:13][CH2:12][CH2:11][CH2:10]1)[C:2]1[CH:7]=[CH:6][CH:5]=[CH:4][CH:3]=1.C(OC([NH:22][CH2:23][CH2:24][CH2:25][CH2:26][C@H:27]([NH:31]C(OCC1C2C=CC=CC=2C2C1=CC=CC=2)=O)[C:28](O)=[O:29])=O)(C)(C)C.[C:49]([NH:57][C:58]1[N:66]=[CH:65][N:64]=[C:63]2[C:59]=1[N:60]=[CH:61][N:62]2[CH2:67][C:68]([OH:70])=O)(=[O:56])[C:50]1[CH:55]=[CH:54][CH:53]=[CH:52][CH:51]=1. Given the product [NH2:22][CH2:23][CH2:24][CH2:25][CH2:26][C@H:27]([NH:31][C:68]([CH2:67][N:62]1[CH:61]=[N:60][C:59]2[C:63]1=[N:64][CH:65]=[N:66][C:58]=2[NH:57][C:49](=[O:56])[C:50]1[CH:51]=[CH:52][CH:53]=[CH:54][CH:55]=1)=[O:70])[C:28](=[O:29])[N:8]([CH2:1][C:2]1[CH:7]=[CH:6][CH:5]=[CH:4][CH:3]=1)[CH:9]1[CH2:10][CH2:11][CH2:12][CH2:13][CH2:14]1, predict the reactants needed to synthesize it.